This data is from Catalyst prediction with 721,799 reactions and 888 catalyst types from USPTO. The task is: Predict which catalyst facilitates the given reaction. (1) Reactant: Cl.[O:2]=[C:3]1[CH2:8][NH:7][CH2:6][CH2:5][N:4]1[CH2:9][C:10]([O:12][CH3:13])=[O:11].Br[C:15]1[CH:20]=[CH:19][CH:18]=[C:17]([O:21][C:22]([F:25])([F:24])[F:23])[CH:16]=1.CC1(C)C2C(=C(P(C3C=CC=CC=3)C3C=CC=CC=3)C=CC=2)OC2C(P(C3C=CC=CC=3)C3C=CC=CC=3)=CC=CC1=2.C([O-])([O-])=O.[Cs+].[Cs+]. Product: [O:2]=[C:3]1[CH2:8][N:7]([C:19]2[CH:20]=[CH:15][CH:16]=[C:17]([O:21][C:22]([F:23])([F:24])[F:25])[CH:18]=2)[CH2:6][CH2:5][N:4]1[CH2:9][C:10]([O:12][CH3:13])=[O:11]. The catalyst class is: 231. (2) Reactant: [C:1]([O:5][C:6]([NH:8][C@H:9]([CH2:29][C:30]1[CH:35]=[C:34]([F:36])[C:33]([F:37])=[CH:32][C:31]=1[F:38])[CH2:10][C:11]([N:13]1[CH2:18][CH2:17][N:16]2[C:19]([C:25]([F:28])([F:27])[F:26])=[N:20][C:21]([C:22]([OH:24])=[O:23])=[C:15]2[CH2:14]1)=[O:12])=[O:7])([CH3:4])([CH3:3])[CH3:2].[CH2:39](O)[CH3:40].C(N(CC)CC)C.O=C1N(P(Cl)(N2CCOC2=O)=O)CCO1. Product: [CH2:39]([O:23][C:22]([C:21]1[N:20]=[C:19]([C:25]([F:27])([F:28])[F:26])[N:16]2[CH2:17][CH2:18][N:13]([C:11](=[O:12])[CH2:10][C@H:9]([NH:8][C:6]([O:5][C:1]([CH3:4])([CH3:2])[CH3:3])=[O:7])[CH2:29][C:30]3[CH:35]=[C:34]([F:36])[C:33]([F:37])=[CH:32][C:31]=3[F:38])[CH2:14][C:15]=12)=[O:24])[CH3:40]. The catalyst class is: 4. (3) Reactant: C(N(C(C)C)CC)(C)C.[Cl:10][C:11]1[CH:17]=[CH:16][CH:15]=[CH:14][C:12]=1[NH2:13].[O:18]=[C:19]1[C:23]([C:24]2[CH:29]=[CH:28][C:27]([C:30]([F:33])([F:32])[F:31])=[CH:26][CH:25]=2)=[N:22][C:21]2([CH2:37][CH2:36][CH2:35][CH2:34]2)[N:20]1[CH2:38][C:39](O)=[O:40].CN(C(ON1N=NC2C=CC=NC1=2)=[N+](C)C)C.F[P-](F)(F)(F)(F)F.CN(C=O)C. Product: [Cl:10][C:11]1[CH:17]=[CH:16][CH:15]=[CH:14][C:12]=1[NH:13][C:39](=[O:40])[CH2:38][N:20]1[C:21]2([CH2:34][CH2:35][CH2:36][CH2:37]2)[N:22]=[C:23]([C:24]2[CH:29]=[CH:28][C:27]([C:30]([F:31])([F:32])[F:33])=[CH:26][CH:25]=2)[C:19]1=[O:18]. The catalyst class is: 2. (4) Reactant: [CH3:1][N:2]([S:10]([C:13]1[CH:18]=[CH:17][C:16]([F:19])=[CH:15][CH:14]=1)(=[O:12])=[O:11])[C:3]1([C:6]([O:8]C)=[O:7])[CH2:5][CH2:4]1.[OH-].[Na+]. Product: [CH3:1][N:2]([S:10]([C:13]1[CH:14]=[CH:15][C:16]([F:19])=[CH:17][CH:18]=1)(=[O:12])=[O:11])[C:3]1([C:6]([OH:8])=[O:7])[CH2:5][CH2:4]1. The catalyst class is: 12. (5) Reactant: [N:1]1([CH2:6][C:7]2[CH:8]=[C:9]([C:19](=[O:36])[CH2:20][C:21]([C:23]3[N:24](COCC[Si](C)(C)C)[CH:25]=[CH:26][N:27]=3)=[O:22])[CH:10]=[C:11]([CH2:13][N:14]3[CH:18]=[CH:17][CH:16]=[N:15]3)[CH:12]=2)[CH:5]=[CH:4][CH:3]=[N:2]1. Product: [N:1]1([CH2:6][C:7]2[CH:8]=[C:9]([C:19](=[O:36])[CH2:20][C:21]([C:23]3[NH:24][CH:25]=[CH:26][N:27]=3)=[O:22])[CH:10]=[C:11]([CH2:13][N:14]3[CH:18]=[CH:17][CH:16]=[N:15]3)[CH:12]=2)[CH:5]=[CH:4][CH:3]=[N:2]1. The catalyst class is: 86. (6) Reactant: [CH2:1]([N:3]1[C:12]2[C:7](=[CH:8][C:9]([OH:13])=[CH:10][CH:11]=2)[C:6](=[O:14])[N:5]([CH2:15][CH3:16])[C:4]1=[O:17])[CH3:2].[Cl:18][C:19]1[CH:20]=[C:21]([NH:27][C:28](=[O:35])[CH2:29][CH:30]([CH3:34])[CH2:31][CH2:32]O)[CH:22]=[CH:23][C:24]=1[C:25]#[N:26].C1CCN(C(N=NC(N2CCCCC2)=O)=O)CC1. Product: [Cl:18][C:19]1[CH:20]=[C:21]([NH:27][C:28](=[O:35])[CH2:29][CH:30]([CH3:34])[CH2:31][CH2:32][O:13][C:9]2[CH:8]=[C:7]3[C:12](=[CH:11][CH:10]=2)[N:3]([CH2:1][CH3:2])[C:4](=[O:17])[N:5]([CH2:15][CH3:16])[C:6]3=[O:14])[CH:22]=[CH:23][C:24]=1[C:25]#[N:26]. The catalyst class is: 220.